Dataset: Full USPTO retrosynthesis dataset with 1.9M reactions from patents (1976-2016). Task: Predict the reactants needed to synthesize the given product. (1) Given the product [Br:1][C:2]1[CH:10]=[CH:9][C:8]([F:11])=[C:7]2[C:3]=1[CH2:4][C:5]([CH3:13])=[CH:6]2, predict the reactants needed to synthesize it. The reactants are: [Br:1][C:2]1[CH:10]=[CH:9][C:8]([F:11])=[C:7]2[C:3]=1[CH2:4][CH:5]([CH3:13])[C:6]2=O.C1COCC1.CO.[BH4-].[Na+]. (2) Given the product [Cl:6][C:7]1[CH:8]=[C:9]([O:28][CH2:4][CH2:3][O:2][CH3:1])[CH:10]=[CH:11][C:12]=1[CH:13]([CH3:27])[C:14]([C:19]1[CH:24]=[N:23][C:22]([CH3:25])=[CH:21][N:20]=1)([OH:26])[C:15]([F:18])([F:16])[F:17], predict the reactants needed to synthesize it. The reactants are: [CH3:1][O:2][CH2:3][CH2:4]Br.[Cl:6][C:7]1[CH:8]=[C:9]([OH:28])[CH:10]=[CH:11][C:12]=1[CH:13]([CH3:27])[C:14]([OH:26])([C:19]1[CH:24]=[N:23][C:22]([CH3:25])=[CH:21][N:20]=1)[C:15]([F:18])([F:17])[F:16]. (3) Given the product [C:6]([NH:8][C:9](=[NH:21])[NH:11][C:12]([O:14][C:15]([CH3:18])([CH3:17])[CH3:16])=[O:13])([O:5][C:1]([CH3:4])([CH3:3])[CH3:2])=[O:7], predict the reactants needed to synthesize it. The reactants are: [C:1]([O:5][C:6]([NH:8][C:9]([NH:11][C:12]([O:14][C:15]([CH3:18])([CH3:17])[CH3:16])=[O:13])=S)=[O:7])([CH3:4])([CH3:3])[CH3:2].C([N:21](CC)CC)C.